The task is: Predict the reactants needed to synthesize the given product.. This data is from Full USPTO retrosynthesis dataset with 1.9M reactions from patents (1976-2016). Given the product [Cl:13][C:14]1[CH:23]=[CH:22][CH:21]=[CH:20][C:15]=1[C:16]1[S:35][C:34]([C:37]([OH:39])=[O:38])=[CH:33][C:32]=1[C:29]1[CH:28]=[CH:27][C:26]([O:25][CH3:24])=[CH:31][CH:30]=1, predict the reactants needed to synthesize it. The reactants are: COC1C=CC(CC(O)=O)=CC=1.[Cl:13][C:14]1[CH:23]=[CH:22][CH:21]=[CH:20][C:15]=1[C:16](OC)=O.[CH3:24][O:25][C:26]1[CH:31]=[CH:30][C:29]([C:32]2[CH:33]=[C:34]([C:37]([O-:39])=[O:38])[S:35]C=2)=[CH:28][CH:27]=1.[OH-].[Na+].